Predict the reactants needed to synthesize the given product. From a dataset of Full USPTO retrosynthesis dataset with 1.9M reactions from patents (1976-2016). (1) Given the product [N:31]1([C:20]2[CH:21]=[CH:22][C:17]([C:16]3[N:12]([C:9]4[CH:8]=[CH:7][C:6]([N:1]5[CH:5]=[CH:4][N:3]=[CH:2]5)=[CH:11][N:10]=4)[C:13]([CH2:24][CH2:25][C:26]([O:28][CH2:29][CH3:30])=[O:27])=[CH:14][CH:15]=3)=[CH:18][CH:19]=2)[CH:35]=[CH:34][N:33]=[CH:32]1, predict the reactants needed to synthesize it. The reactants are: [N:1]1([C:6]2[CH:7]=[CH:8][C:9]([N:12]3[C:16]([C:17]4[CH:22]=[CH:21][C:20](Br)=[CH:19][CH:18]=4)=[CH:15][CH:14]=[C:13]3[CH2:24][CH2:25][C:26]([O:28][CH2:29][CH3:30])=[O:27])=[N:10][CH:11]=2)[CH:5]=[CH:4][N:3]=[CH:2]1.[NH:31]1[CH:35]=[CH:34][N:33]=[CH:32]1.N1CCC[C@H]1C(O)=O.C([O-])([O-])=O.[K+].[K+]. (2) Given the product [CH3:29][N:27]([CH3:28])[C:19]1([C:22]2[S:23][CH:24]=[CH:25][CH:26]=2)[CH2:18][CH2:17][CH:16]([CH:8]([OH:7])[CH2:9][C:10]2[CH:15]=[CH:14][CH:13]=[CH:12][CH:11]=2)[CH2:21][CH2:20]1, predict the reactants needed to synthesize it. The reactants are: Cl.C(OC([O:7][CH:8]([CH:16]1[CH2:21][CH2:20][C:19]([N:27]([CH3:29])[CH3:28])([C:22]2[S:23][CH:24]=[CH:25][CH:26]=2)[CH2:18][CH2:17]1)[CH2:9][C:10]1[CH:15]=[CH:14][CH:13]=[CH:12][CH:11]=1)C)C.[OH-].[Na+]. (3) Given the product [O:1]=[C:2]1[NH:6][C:5](=[O:7])[CH:4]([CH2:8][C:9]2[CH:14]=[CH:13][C:12]([C:15]3[CH:20]=[CH:19][CH:18]=[C:17]([CH2:21][N:22]([CH3:31])[C:23](=[O:30])[CH2:24][CH2:25][CH2:26][CH2:27][CH2:28][CH3:29])[CH:16]=3)=[CH:11][CH:10]=2)[S:3]1, predict the reactants needed to synthesize it. The reactants are: [O:1]=[C:2]1[NH:6][C:5](=[O:7])[C:4](=[CH:8][C:9]2[CH:14]=[CH:13][C:12]([C:15]3[CH:20]=[CH:19][CH:18]=[C:17]([CH2:21][N:22]([CH3:31])[C:23](=[O:30])[CH2:24][CH2:25][CH2:26][CH2:27][CH2:28][CH3:29])[CH:16]=3)=[CH:11][CH:10]=2)[S:3]1. (4) Given the product [N:19]1([C:25]2[S:26][C:27]([NH:30][C:12]([C:10]3[N:11]=[C:7]([C:1]4[CH:2]=[CH:3][CH:4]=[CH:5][CH:6]=4)[O:8][C:9]=3[C:15]([F:18])([F:17])[F:16])=[O:14])=[CH:28][N:29]=2)[CH2:24][CH2:23][O:22][CH2:21][CH2:20]1, predict the reactants needed to synthesize it. The reactants are: [C:1]1([C:7]2[O:8][C:9]([C:15]([F:18])([F:17])[F:16])=[C:10]([C:12]([OH:14])=O)[N:11]=2)[CH:6]=[CH:5][CH:4]=[CH:3][CH:2]=1.[N:19]1([C:25]2[S:26][C:27]([NH2:30])=[CH:28][N:29]=2)[CH2:24][CH2:23][O:22][CH2:21][CH2:20]1.